Dataset: Reaction yield outcomes from USPTO patents with 853,638 reactions. Task: Predict the reaction yield, written as a fraction of the theoretical maximum amount of product (1.0 means a 100% yield; for example, 0.34 means a 34% yield). The reactants are [ClH:1].[NH2:2][C:3]1[N:8]=[CH:7][C:6](/[CH:9]=[CH:10]/[C:11]([OH:13])=O)=[CH:5][C:4]=1[CH2:14][N:15]1[CH2:19][CH2:18][CH2:17][CH2:16]1.Cl.[CH3:21][N:22]1[CH2:28][C:27]2[CH:29]=[C:30](/[CH:33]=[CH:34]/[C:35](O)=O)C=N[C:26]=2[NH:25][C:24](=O)[CH2:23]1.CNCC1N(C)C2C(C=1)=CC=CC=2.CNCC1C=CC2C(=CC=CC=2)C=1CCC. No catalyst specified. The product is [ClH:1].[NH2:2][C:3]1[N:8]=[CH:7][C:6](/[CH:9]=[CH:10]/[C:11]([N:25]([CH3:26])[CH2:24][C:23]2[N:22]([CH3:21])[C:28]3[C:34]([CH:35]=2)=[CH:33][CH:30]=[CH:29][CH:27]=3)=[O:13])=[CH:5][C:4]=1[CH2:14][N:15]1[CH2:19][CH2:18][CH2:17][CH2:16]1. The yield is 0.820.